This data is from Catalyst prediction with 721,799 reactions and 888 catalyst types from USPTO. The task is: Predict which catalyst facilitates the given reaction. Reactant: [CH2:1]([OH:8])[C:2]1[CH:7]=[CH:6][CH:5]=[CH:4][CH:3]=1.[C:9](=[S:11])=[O:10].[CH2:12]1CCN2C(=NCCC2)CC1. Product: [C:9](=[O:10])([O:8][CH2:1][C:2]1[CH:7]=[CH:6][CH:5]=[CH:4][CH:3]=1)[S:11][CH3:12]. The catalyst class is: 1.